This data is from Forward reaction prediction with 1.9M reactions from USPTO patents (1976-2016). The task is: Predict the product of the given reaction. Given the reactants C([Li])CCC.Br[C:7]1[CH:8]=[N:9][N:10]([CH:12]([CH3:14])[CH3:13])[CH:11]=1.[Cl-].[CH2:16]([SnH:20]([CH2:25][CH2:26][CH2:27][CH3:28])[CH2:21][CH2:22][CH2:23][CH3:24])[CH2:17][CH2:18][CH3:19], predict the reaction product. The product is: [CH:12]([N:10]1[CH:11]=[C:7]([Sn:20]([CH2:21][CH2:22][CH2:23][CH3:24])([CH2:25][CH2:26][CH2:27][CH3:28])[CH2:16][CH2:17][CH2:18][CH3:19])[CH:8]=[N:9]1)([CH3:14])[CH3:13].